The task is: Predict the reactants needed to synthesize the given product.. This data is from Full USPTO retrosynthesis dataset with 1.9M reactions from patents (1976-2016). (1) Given the product [C:14]12([C:24](/[N:2]=[C:3]3\[S:4][CH:5]=[CH:6][N:7]\3[CH2:8][C:9]([O:11][CH2:12][CH3:13])=[O:10])=[O:25])[CH2:21][CH:20]3[CH2:19][CH:18]([CH2:17][CH:16]([CH2:22]3)[CH2:15]1)[CH2:23]2, predict the reactants needed to synthesize it. The reactants are: Br.[NH:2]=[C:3]1[N:7]([CH2:8][C:9]([O:11][CH2:12][CH3:13])=[O:10])[CH:6]=[CH:5][S:4]1.[C:14]12([C:24](O)=[O:25])[CH2:23][CH:18]3[CH2:19][CH:20]([CH2:22][CH:16]([CH2:17]3)[CH2:15]1)[CH2:21]2.F[P-](F)(F)(F)(F)F.N1(OC(N(C)C)=[N+](C)C)C2N=CC=CC=2N=N1.C(N(C(C)C)CC)(C)C. (2) Given the product [F:19][C:18]([F:21])([F:20])[C:1]([C:4]1[CH:13]=[CH:12][C:7]([C:8]([O:10][CH3:11])=[O:9])=[CH:6][CH:5]=1)([OH:3])[CH3:2], predict the reactants needed to synthesize it. The reactants are: [C:1]([C:4]1[CH:13]=[CH:12][C:7]([C:8]([O:10][CH3:11])=[O:9])=[CH:6][CH:5]=1)(=[O:3])[CH3:2].[Si]([C:18]([F:21])([F:20])[F:19])(C)(C)C.[F-].C([N+](CCCC)(CCCC)CCCC)CCC. (3) Given the product [NH2:37][C:9]1[C:8]([C:43]2[CH:44]=[CH:45][C:40]([C:38]#[N:39])=[C:41]([F:49])[CH:42]=2)=[C:13]([N:14]2[CH2:19][CH2:18][CH:17]([C:20]3[N:21]([CH3:36])[CH:22]=[C:23]([C:25]4[CH:30]=[CH:29][C:28]([F:31])=[C:27]([C:32]([F:34])([F:33])[F:35])[CH:26]=4)[N:24]=3)[CH2:16][CH2:15]2)[N:12]=[CH:11][N:10]=1, predict the reactants needed to synthesize it. The reactants are: FC1C=CC([C:8]2[C:9]([NH2:37])=[N:10][CH:11]=[N:12][C:13]=2[N:14]2[CH2:19][CH2:18][CH:17]([C:20]3[N:21]([CH3:36])[CH:22]=[C:23]([C:25]4[CH:30]=[CH:29][C:28]([F:31])=[C:27]([C:32]([F:35])([F:34])[F:33])[CH:26]=4)[N:24]=3)[CH2:16][CH2:15]2)=CC=1.[C:38]([C:40]1[CH:45]=[CH:44][C:43](B(O)O)=[CH:42][C:41]=1[F:49])#[N:39].